Dataset: Catalyst prediction with 721,799 reactions and 888 catalyst types from USPTO. Task: Predict which catalyst facilitates the given reaction. Reactant: Cl.C[O:3][C:4]1[CH:9]=[C:8]([CH2:10][CH2:11][NH2:12])[CH:7]=[CH:6][N:5]=1.[BrH:13]. Product: [BrH:13].[NH2:12][CH2:11][CH2:10][C:8]1[CH:7]=[CH:6][NH:5][C:4](=[O:3])[CH:9]=1. The catalyst class is: 52.